From a dataset of Full USPTO retrosynthesis dataset with 1.9M reactions from patents (1976-2016). Predict the reactants needed to synthesize the given product. (1) Given the product [Cl:1][C:2]1[CH:3]=[CH:4][C:5]([OH:27])=[C:6]([C:8]2[N:12]=[C:11]([C:13]3[CH:18]=[C:17]([Cl:19])[CH:16]=[CH:15][C:14]=3[OH:20])[N:10]([CH2:21][C:22]([NH:28][CH2:29][CH2:30][N:31]3[CH2:36][CH2:35][O:34][CH2:33][CH2:32]3)=[O:23])[N:9]=2)[CH:7]=1, predict the reactants needed to synthesize it. The reactants are: [Cl:1][C:2]1[CH:3]=[CH:4][C:5]([OH:27])=[C:6]([C:8]2[N:12]=[C:11]([C:13]3[CH:18]=[C:17]([Cl:19])[CH:16]=[CH:15][C:14]=3[OH:20])[N:10]([CH2:21][C:22](OCC)=[O:23])[N:9]=2)[CH:7]=1.[NH2:28][CH2:29][CH2:30][N:31]1[CH2:36][CH2:35][O:34][CH2:33][CH2:32]1. (2) Given the product [C:1]([C:3]1[CH:8]=[CH:7][CH:6]=[CH:5][C:4]=1[C:9]1[CH:14]=[CH:13][C:12]([CH2:15][N:16]2[C:17]3[C:18]([C:19]([O:21][CH3:22])=[O:20])=[CH:23][CH:24]=[CH:25][C:26]=3[NH:27][C:28]2=[O:30])=[CH:11][CH:10]=1)#[N:2], predict the reactants needed to synthesize it. The reactants are: [C:1]([C:3]1[CH:8]=[CH:7][CH:6]=[CH:5][C:4]=1[C:9]1[CH:14]=[CH:13][C:12]([CH2:15][NH:16][C:17]2[C:26]([NH:27][C:28]([O:30]C)=O)=[CH:25][CH:24]=[CH:23][C:18]=2[C:19]([O:21][CH3:22])=[O:20])=[CH:11][CH:10]=1)#[N:2].C[O-].[Na+].Cl.